Dataset: Full USPTO retrosynthesis dataset with 1.9M reactions from patents (1976-2016). Task: Predict the reactants needed to synthesize the given product. (1) Given the product [OH:3][CH:4]([CH2:26][C:27]1[CH:32]=[CH:31][CH:30]=[C:29]([C:33]([F:34])([F:35])[F:36])[CH:28]=1)/[CH:5]=[CH:6]/[C@H:7]1[CH2:11][CH2:10][S:9](=[O:12])(=[O:13])[N:8]1[CH2:14][CH2:15][CH2:16][C:17]1[S:21][C:20]([C:22]([OH:24])=[O:23])=[CH:19][CH:18]=1, predict the reactants needed to synthesize it. The reactants are: [OH-].[Li+].[OH:3][CH:4]([CH2:26][C:27]1[CH:32]=[CH:31][CH:30]=[C:29]([C:33]([F:36])([F:35])[F:34])[CH:28]=1)/[CH:5]=[CH:6]/[C@H:7]1[CH2:11][CH2:10][S:9](=[O:13])(=[O:12])[N:8]1[CH2:14][CH2:15][CH2:16][C:17]1[S:21][C:20]([C:22]([O:24]C)=[O:23])=[CH:19][CH:18]=1.C(O)(=O)C. (2) Given the product [NH:15]([CH2:22][C:23]([NH:25][C:26]1[CH:31]=[CH:30][C:29]([C:32]2[CH:33]=[CH:34][N:35]=[CH:36][CH:37]=2)=[CH:28][CH:27]=1)=[O:24])[C:16]1[CH:21]=[CH:20][CH:19]=[CH:18][CH:17]=1, predict the reactants needed to synthesize it. The reactants are: FC(F)(F)C(O)=O.FC(F)(F)C(O)=O.[NH:15]([CH2:22][C:23]([NH:25][C:26]1[CH:31]=[CH:30][C:29]([C:32]2[CH:37]=[CH:36][N:35]=[CH:34][CH:33]=2)=[CH:28][CH:27]=1)=[O:24])[C:16]1[CH:21]=[CH:20][CH:19]=[CH:18][CH:17]=1.[OH-].[Na+]. (3) Given the product [CH:2]([CH:3]1[CH2:8][N:7]([C:9]([O:11][C:12]([CH3:15])([CH3:13])[CH3:14])=[O:10])[CH2:6][CH2:5][N:4]1[C:16]([O:18][CH2:19][C:20]1[CH:25]=[CH:24][CH:23]=[CH:22][CH:21]=1)=[O:17])=[O:1], predict the reactants needed to synthesize it. The reactants are: [OH:1][CH2:2][CH:3]1[CH2:8][N:7]([C:9]([O:11][C:12]([CH3:15])([CH3:14])[CH3:13])=[O:10])[CH2:6][CH2:5][N:4]1[C:16]([O:18][CH2:19][C:20]1[CH:25]=[CH:24][CH:23]=[CH:22][CH:21]=1)=[O:17].CC(OI1(OC(C)=O)(OC(C)=O)OC(=O)C2C=CC=CC1=2)=O. (4) Given the product [CH3:1][O:2][C:3](=[O:15])[C:4]1[CH:13]=[CH:12][C:11]([OH:14])=[C:6]([C:7]([OH:9])=[O:8])[CH:5]=1, predict the reactants needed to synthesize it. The reactants are: [CH3:1][O:2][C:3](=[O:15])[C:4]1[CH:13]=[CH:12][C:11]([OH:14])=[C:6]([C:7]([O:9]C)=[O:8])[CH:5]=1.N#N.CCCCCCC.CCOC(C)=O.CC(O)=O.